This data is from Peptide-MHC class I binding affinity with 185,985 pairs from IEDB/IMGT. The task is: Regression. Given a peptide amino acid sequence and an MHC pseudo amino acid sequence, predict their binding affinity value. This is MHC class I binding data. (1) The peptide sequence is RVRQAWDTL. The MHC is HLA-B51:01 with pseudo-sequence HLA-B51:01. The binding affinity (normalized) is 0.0847. (2) The MHC is HLA-B27:05 with pseudo-sequence HLA-B27:05. The binding affinity (normalized) is 0.0847. The peptide sequence is ATADLELAY. (3) The MHC is Mamu-A07 with pseudo-sequence Mamu-A07. The peptide sequence is GRQTALFLL. The binding affinity (normalized) is 0. (4) The peptide sequence is KPKHLYVSM. The MHC is HLA-A03:01 with pseudo-sequence HLA-A03:01. The binding affinity (normalized) is 0.0847. (5) The peptide sequence is NAKVGDDVK. The MHC is HLA-A11:01 with pseudo-sequence HLA-A11:01. The binding affinity (normalized) is 0.449. (6) The peptide sequence is KVMALPIPH. The MHC is HLA-A30:01 with pseudo-sequence HLA-A30:01. The binding affinity (normalized) is 0.208. (7) The peptide sequence is KIGEVIGPK. The MHC is HLA-B57:01 with pseudo-sequence HLA-B57:01. The binding affinity (normalized) is 0.0847. (8) The peptide sequence is QSDTVFDYY. The MHC is HLA-A26:01 with pseudo-sequence HLA-A26:01. The binding affinity (normalized) is 0.0514. (9) The peptide sequence is YFTFDLTAL. The MHC is HLA-B27:03 with pseudo-sequence HLA-B27:03. The binding affinity (normalized) is 0.0847.